The task is: Predict the reactants needed to synthesize the given product.. This data is from Full USPTO retrosynthesis dataset with 1.9M reactions from patents (1976-2016). (1) The reactants are: O[C:2]1[C:3]2[S:10][C:9]([C:11]3[CH:16]=[C:15]([CH3:17])[CH:14]=[C:13]([CH3:18])[CH:12]=3)=[CH:8][C:4]=2[N:5]=[CH:6][N:7]=1.C(N(C(C)C)CC)(C)C.P(Cl)(Cl)([Cl:30])=O. Given the product [Cl:30][C:2]1[C:3]2[S:10][C:9]([C:11]3[CH:16]=[C:15]([CH3:17])[CH:14]=[C:13]([CH3:18])[CH:12]=3)=[CH:8][C:4]=2[N:5]=[CH:6][N:7]=1, predict the reactants needed to synthesize it. (2) Given the product [CH3:15][NH:16][C:1]([C:2]1[CH:7]=[CH:6][CH:5]=[CH:4][CH:3]=1)=[CH:9][C:10]([O:12][CH2:13][CH3:14])=[O:11], predict the reactants needed to synthesize it. The reactants are: [C:1]([CH2:9][C:10]([O:12][CH2:13][CH3:14])=[O:11])(=O)[C:2]1[CH:7]=[CH:6][CH:5]=[CH:4][CH:3]=1.[CH3:15][NH2:16].C(O)(=O)C.